Dataset: TCR-epitope binding with 47,182 pairs between 192 epitopes and 23,139 TCRs. Task: Binary Classification. Given a T-cell receptor sequence (or CDR3 region) and an epitope sequence, predict whether binding occurs between them. (1) The epitope is FRYMNSQGL. The TCR CDR3 sequence is CATSDRTSGYNEQFF. Result: 0 (the TCR does not bind to the epitope). (2) The epitope is FTISVTTEIL. The TCR CDR3 sequence is CASSWFGGYEQYF. Result: 1 (the TCR binds to the epitope). (3) The TCR CDR3 sequence is CAAQDSNTGELFF. The epitope is YLQPRTFLL. Result: 1 (the TCR binds to the epitope). (4) The epitope is LLLGIGILV. The TCR CDR3 sequence is CASSEGADTGELFF. Result: 1 (the TCR binds to the epitope). (5) The epitope is LLSAGIFGA. The TCR CDR3 sequence is CASSFLQGNQPQHF. Result: 0 (the TCR does not bind to the epitope). (6) The epitope is YIFFASFYY. The TCR CDR3 sequence is CASSAGQGVDEQFF. Result: 1 (the TCR binds to the epitope). (7) The epitope is MMISAGFSL. The TCR CDR3 sequence is CASSLGPSGTYEQYF. Result: 0 (the TCR does not bind to the epitope).